Dataset: Peptide-MHC class II binding affinity with 134,281 pairs from IEDB. Task: Regression. Given a peptide amino acid sequence and an MHC pseudo amino acid sequence, predict their binding affinity value. This is MHC class II binding data. (1) The peptide sequence is LADKRPTAWFLPSIR. The MHC is DRB1_0801 with pseudo-sequence DRB1_0801. The binding affinity (normalized) is 0.549. (2) The peptide sequence is NLALSIKYNKEGDSM. The MHC is DRB1_0101 with pseudo-sequence DRB1_0101. The binding affinity (normalized) is 0.386. (3) The peptide sequence is RWLLIEILKASKSML. The MHC is DRB4_0101 with pseudo-sequence DRB4_0103. The binding affinity (normalized) is 0.408. (4) The peptide sequence is ASTNDDEVLIEVNPP. The MHC is DRB1_0301 with pseudo-sequence DRB1_0301. The binding affinity (normalized) is 0.187. (5) The peptide sequence is DESWQQFRQELIPLL. The MHC is DRB1_0101 with pseudo-sequence DRB1_0101. The binding affinity (normalized) is 0.365.